Task: Predict the reactants needed to synthesize the given product.. Dataset: Full USPTO retrosynthesis dataset with 1.9M reactions from patents (1976-2016) (1) Given the product [Br:1][C:2]1[CH:3]=[CH:4][C:5]([N:8]2[CH:12]=[CH:11][C:10]([CH:13]([C:15]3[CH:24]=[CH:23][C:18]4[N:19]([CH2:36][O:35][CH2:34][CH2:33][Si:32]([CH3:39])([CH3:38])[CH3:31])[C:20](=[O:22])[S:21][C:17]=4[CH:16]=3)[CH3:14])=[N:9]2)=[N:6][CH:7]=1, predict the reactants needed to synthesize it. The reactants are: [Br:1][C:2]1[CH:3]=[CH:4][C:5]([N:8]2[CH:12]=[CH:11][C:10]([CH:13]([C:15]3[CH:24]=[CH:23][C:18]4[NH:19][C:20](=[O:22])[S:21][C:17]=4[CH:16]=3)[CH3:14])=[N:9]2)=[N:6][CH:7]=1.C([O-])([O-])=O.[K+].[K+].[CH3:31][Si:32]([CH3:39])([CH3:38])[CH2:33][CH2:34][O:35][CH2:36]Cl. (2) Given the product [CH:1]([C:4]1[CH:8]=[CH:7][N:6]([C:10]2[CH:15]=[CH:14][C:13]([C:16]([F:19])([F:18])[F:17])=[CH:12][N:11]=2)[N:5]=1)([CH3:3])[CH3:2], predict the reactants needed to synthesize it. The reactants are: [CH:1]([C:4]1[CH:8]=[CH:7][NH:6][N:5]=1)([CH3:3])[CH3:2].Cl[C:10]1[CH:15]=[CH:14][C:13]([C:16]([F:19])([F:18])[F:17])=[CH:12][N:11]=1.[OH-].[Na+].Cl.